This data is from Forward reaction prediction with 1.9M reactions from USPTO patents (1976-2016). The task is: Predict the product of the given reaction. Given the reactants [Cl:1][C:2]1[CH:23]=[CH:22][C:5]([O:6][CH2:7][CH2:8][CH2:9][CH2:10][CH2:11][O:12][C:13]2[CH:21]=[CH:20][CH:19]=[C:18]3[C:14]=2[CH2:15][CH2:16][NH:17]3)=[CH:4][CH:3]=1.C(C1NC=CN=1)(C1NC=CN=1)=[S:25].C([N:38]([CH2:41]C)CC)C.N, predict the reaction product. The product is: [Cl:1][C:2]1[CH:23]=[CH:22][C:5]([O:6][CH2:7][CH2:8][CH2:9][CH2:10][CH2:11][O:12][C:13]2[CH:21]=[CH:20][CH:19]=[C:18]3[C:14]=2[CH2:15][CH2:16][N:17]3[C:41](=[S:25])[NH2:38])=[CH:4][CH:3]=1.